This data is from Peptide-MHC class I binding affinity with 185,985 pairs from IEDB/IMGT. The task is: Regression. Given a peptide amino acid sequence and an MHC pseudo amino acid sequence, predict their binding affinity value. This is MHC class I binding data. The peptide sequence is RRMATTFTF. The MHC is HLA-A11:01 with pseudo-sequence HLA-A11:01. The binding affinity (normalized) is 0.0847.